Regression. Given two drug SMILES strings and cell line genomic features, predict the synergy score measuring deviation from expected non-interaction effect. From a dataset of NCI-60 drug combinations with 297,098 pairs across 59 cell lines. (1) Drug 1: CC1=C2C(C(=O)C3(C(CC4C(C3C(C(C2(C)C)(CC1OC(=O)C(C(C5=CC=CC=C5)NC(=O)OC(C)(C)C)O)O)OC(=O)C6=CC=CC=C6)(CO4)OC(=O)C)OC)C)OC. Drug 2: CC1=C(C=C(C=C1)NC(=O)C2=CC=C(C=C2)CN3CCN(CC3)C)NC4=NC=CC(=N4)C5=CN=CC=C5. Cell line: NCI/ADR-RES. Synergy scores: CSS=16.4, Synergy_ZIP=2.08, Synergy_Bliss=9.02, Synergy_Loewe=2.15, Synergy_HSA=7.91. (2) Drug 1: C1=CC(=CC=C1C#N)C(C2=CC=C(C=C2)C#N)N3C=NC=N3. Drug 2: COCCOC1=C(C=C2C(=C1)C(=NC=N2)NC3=CC=CC(=C3)C#C)OCCOC.Cl. Cell line: RPMI-8226. Synergy scores: CSS=-4.99, Synergy_ZIP=5.04, Synergy_Bliss=6.06, Synergy_Loewe=-3.52, Synergy_HSA=-2.87. (3) Synergy scores: CSS=6.85, Synergy_ZIP=-4.52, Synergy_Bliss=-4.35, Synergy_Loewe=-3.52, Synergy_HSA=-3.48. Drug 1: CC1=C(C=C(C=C1)NC(=O)C2=CC=C(C=C2)CN3CCN(CC3)C)NC4=NC=CC(=N4)C5=CN=CC=C5. Cell line: SF-539. Drug 2: CC(C)CN1C=NC2=C1C3=CC=CC=C3N=C2N. (4) Cell line: MOLT-4. Drug 2: CCN(CC)CCNC(=O)C1=C(NC(=C1C)C=C2C3=C(C=CC(=C3)F)NC2=O)C. Synergy scores: CSS=-2.25, Synergy_ZIP=-2.74, Synergy_Bliss=-10.3, Synergy_Loewe=-13.0, Synergy_HSA=-11.1. Drug 1: CS(=O)(=O)C1=CC(=C(C=C1)C(=O)NC2=CC(=C(C=C2)Cl)C3=CC=CC=N3)Cl. (5) Drug 1: C1=CN(C(=O)N=C1N)C2C(C(C(O2)CO)O)O.Cl. Drug 2: CC1=C(N=C(N=C1N)C(CC(=O)N)NCC(C(=O)N)N)C(=O)NC(C(C2=CN=CN2)OC3C(C(C(C(O3)CO)O)O)OC4C(C(C(C(O4)CO)O)OC(=O)N)O)C(=O)NC(C)C(C(C)C(=O)NC(C(C)O)C(=O)NCCC5=NC(=CS5)C6=NC(=CS6)C(=O)NCCC[S+](C)C)O. Cell line: CCRF-CEM. Synergy scores: CSS=65.5, Synergy_ZIP=0.0728, Synergy_Bliss=-0.647, Synergy_Loewe=-14.5, Synergy_HSA=-0.0980. (6) Drug 1: CS(=O)(=O)C1=CC(=C(C=C1)C(=O)NC2=CC(=C(C=C2)Cl)C3=CC=CC=N3)Cl. Drug 2: C1CN(CCN1C(=O)CCBr)C(=O)CCBr. Cell line: OVCAR-4. Synergy scores: CSS=4.06, Synergy_ZIP=-1.44, Synergy_Bliss=0.293, Synergy_Loewe=-1.87, Synergy_HSA=-0.327.